Task: Predict the reactants needed to synthesize the given product.. Dataset: Full USPTO retrosynthesis dataset with 1.9M reactions from patents (1976-2016) (1) Given the product [F:10][C:11]1[CH:12]=[CH:13][C:14]2[N:15]([CH:17]=[C:18]([C:20]([NH:22][C@H:23]3[CH2:24][CH2:25][C@@H:26]([N:29]4[C:34](=[O:35])[C:33]5[CH:36]=[C:37]([F:40])[CH:38]=[N:39][C:32]=5[N:31]([C:41]5[CH:42]=[C:43]([C:65]6[CH:64]=[CH:63][C:60]([CH:61]=[O:62])=[CH:59][C:58]=6[OH:57])[CH:44]=[CH:45][CH:46]=5)[C:30]4=[O:56])[CH2:27][CH2:28]3)=[O:21])[N:19]=2)[CH:16]=1, predict the reactants needed to synthesize it. The reactants are: C(#N)C.C(=O)([O-])[O-].[K+].[K+].[F:10][C:11]1[CH:12]=[CH:13][C:14]2[N:15]([CH:17]=[C:18]([C:20]([NH:22][C@H:23]3[CH2:28][CH2:27][C@@H:26]([N:29]4[C:34](=[O:35])[C:33]5[CH:36]=[C:37]([F:40])[CH:38]=[N:39][C:32]=5[N:31]([C:41]5[CH:46]=[CH:45][CH:44]=[C:43](B6OC(C)(C)C(C)(C)O6)[CH:42]=5)[C:30]4=[O:56])[CH2:25][CH2:24]3)=[O:21])[N:19]=2)[CH:16]=1.[OH:57][C:58]1[CH:59]=[C:60]([CH:63]=[CH:64][C:65]=1I)[CH:61]=[O:62]. (2) The reactants are: [C:1]1([C:7]([C:12]2[CH:17]=[CH:16][CH:15]=[CH:14][CH:13]=2)([CH3:11])[C:8]([OH:10])=[O:9])[CH:6]=[CH:5][CH:4]=[CH:3][CH:2]=1.[CH2:18]([N:25]1[CH2:30][CH:29]2[CH:31](Br)[CH:26]1[CH2:27][CH2:28]2)[C:19]1[CH:24]=[CH:23][CH:22]=[CH:21][CH:20]=1.N12CCCN=C1CCCCC2. Given the product [C:1]1([C:7]([C:12]2[CH:17]=[CH:16][CH:15]=[CH:14][CH:13]=2)([CH3:11])[C:8]([O:10][CH:31]2[CH:29]3[CH2:28][CH2:27][CH:26]2[N:25]([CH2:18][C:19]2[CH:24]=[CH:23][CH:22]=[CH:21][CH:20]=2)[CH2:30]3)=[O:9])[CH:2]=[CH:3][CH:4]=[CH:5][CH:6]=1, predict the reactants needed to synthesize it. (3) Given the product [NH3:11].[CH:41]1([C@@:33]([OH:40])([C:34]2[CH:39]=[CH:38][CH:37]=[CH:36][CH:35]=2)[C:30]2[N:31]=[CH:32][N:28]([CH2:27][CH:24]3[CH2:25][CH2:26][N:21]([CH2:20][CH2:19][CH2:18][CH2:17][CH2:16][CH2:15][CH2:14][CH2:13][CH2:12][NH:11][CH2:10][C@@H:9]([C:47]4[CH:56]=[CH:55][C:54]([OH:57])=[C:53]5[C:48]=4[CH:49]=[CH:50][C:51](=[O:58])[NH:52]5)[OH:8])[CH2:22][CH2:23]3)[N:29]=2)[CH2:46][CH2:45][CH2:44][CH2:43][CH2:42]1, predict the reactants needed to synthesize it. The reactants are: [Si]([O:8][C@H:9]([C:47]1[CH:56]=[CH:55][C:54]([OH:57])=[C:53]2[C:48]=1[CH:49]=[CH:50][C:51](=[O:58])[NH:52]2)[CH2:10][NH:11][CH2:12][CH2:13][CH2:14][CH2:15][CH2:16][CH2:17][CH2:18][CH2:19][CH2:20][N:21]1[CH2:26][CH2:25][CH:24]([CH2:27][N:28]2[CH:32]=[N:31][C:30]([C@:33]([CH:41]3[CH2:46][CH2:45][CH2:44][CH2:43][CH2:42]3)([OH:40])[C:34]3[CH:39]=[CH:38][CH:37]=[CH:36][CH:35]=3)=[N:29]2)[CH2:23][CH2:22]1)(C(C)(C)C)(C)C.[F-].[NH4+].